Predict the product of the given reaction. From a dataset of Forward reaction prediction with 1.9M reactions from USPTO patents (1976-2016). (1) Given the reactants Br[C:2]1[CH:3]=[CH:4][C:5]2[S:9](=[O:11])(=[O:10])[NH:8][C:7](=[O:12])[C:6]=2[CH:13]=1.[F:14][C:15]1[CH:23]=[C:22]2[C:18]([C:19](B3OC(C)(C)C(C)(C)O3)=[CH:20][N:21]2[C:24]([O:26][C:27]([CH3:30])([CH3:29])[CH3:28])=[O:25])=[CH:17][CH:16]=1.C([O-])([O-])=O.[K+].[K+], predict the reaction product. The product is: [O:10]=[S:9]1(=[O:11])[C:5]2[CH:4]=[CH:3][C:2]([C:19]3[C:18]4[C:22](=[CH:23][C:15]([F:14])=[CH:16][CH:17]=4)[N:21]([C:24]([O:26][C:27]([CH3:30])([CH3:29])[CH3:28])=[O:25])[CH:20]=3)=[CH:13][C:6]=2[C:7](=[O:12])[NH:8]1. (2) Given the reactants [Cl:1][C:2]1[CH:3]=[C:4]([CH:6]=[C:7]([F:9])[CH:8]=1)[NH2:5].[Br:10]N1C(=O)CCC1=O, predict the reaction product. The product is: [Br:10][C:8]1[C:7]([F:9])=[CH:6][C:4]([NH2:5])=[CH:3][C:2]=1[Cl:1]. (3) Given the reactants Br[C:2]1[CH:7]=[CH:6][CH:5]=[C:4]([F:8])[C:3]=1[O:9]C.[Cl-].[C:12]([O:16][C:17](=[O:20])[CH2:18][Zn+])(C)(C)C.B(Br)(Br)Br.CCCCCCC, predict the reaction product. The product is: [F:8][C:4]1[C:3]([OH:9])=[C:2]([CH2:18][C:17]([O:16][CH3:12])=[O:20])[CH:7]=[CH:6][CH:5]=1. (4) Given the reactants [N:1]1[CH:6]=[CH:5][N:4]=[CH:3][C:2]=1[C:7]([O:9][CH2:10][CH2:11][CH2:12][CH2:13][CH2:14][CH2:15][CH2:16][CH2:17][CH2:18][CH2:19][CH2:20][CH3:21])=[O:8].[CH2:22](O)[CH2:23][CH2:24][CH2:25][CH2:22][CH2:23][CH2:24][CH2:25][CH2:22][CH2:23][CH2:24][CH2:25][CH2:22][CH2:23][CH2:24][CH3:25], predict the reaction product. The product is: [N:1]1[CH:6]=[CH:5][N:4]=[CH:3][C:2]=1[C:7]([O:9][CH2:10][CH2:11][CH2:12][CH2:13][CH2:14][CH2:15][CH2:16][CH2:17][CH2:18][CH2:19][CH2:20][CH2:21][CH2:22][CH2:23][CH2:24][CH3:25])=[O:8]. (5) Given the reactants [Br:1][C:2]1[C:3]([CH:9]=[N:10][S@:11]([C:13]([CH3:16])([CH3:15])[CH3:14])=[O:12])=[N:4][CH:5]=[C:6]([Br:8])[CH:7]=1.[F:17][C:18]1[CH:19]=[C:20]([CH:24]=[C:25]([F:27])[CH:26]=1)[CH2:21][Mg]Br, predict the reaction product. The product is: [Br:1][C:2]1[C:3]([C@@H:9]([NH:10][S@:11]([C:13]([CH3:16])([CH3:15])[CH3:14])=[O:12])[CH2:21][C:20]2[CH:19]=[C:18]([F:17])[CH:26]=[C:25]([F:27])[CH:24]=2)=[N:4][CH:5]=[C:6]([Br:8])[CH:7]=1.